Task: Predict the reaction yield, written as a fraction of the theoretical maximum amount of product (1.0 means a 100% yield; for example, 0.34 means a 34% yield).. Dataset: Reaction yield outcomes from USPTO patents with 853,638 reactions The reactants are [CH3:1][O:2][CH2:3][C:4]#[C:5][C:6](=O)[CH3:7].[C:9]([CH2:11][C:12]([NH2:14])=[O:13])#[N:10].C(O)(=O)C.N1CCCCC1.N1CCCCC1. The catalyst is C(O)C.O.C(O)(=O)C. The product is [CH3:1][O:2][CH2:3][C:4]1[CH:5]=[C:6]([CH3:7])[NH:14][C:12](=[O:13])[C:11]=1[C:9]#[N:10]. The yield is 0.0868.